Dataset: Full USPTO retrosynthesis dataset with 1.9M reactions from patents (1976-2016). Task: Predict the reactants needed to synthesize the given product. (1) Given the product [F:33][C:30]1[CH:31]=[CH:32][C:27]([C:9]2[C:8]([C:6]3[CH:5]=[CH:4][N:3]=[C:2]([NH:38][CH:35]([CH3:34])[CH2:36][OH:37])[N:7]=3)=[C:16]3[N:11]([N:12]([C:17]([O:19][CH2:20][C:21]4[CH:26]=[CH:25][CH:24]=[CH:23][CH:22]=4)=[O:18])[CH2:13][CH2:14][CH2:15]3)[N:10]=2)=[CH:28][CH:29]=1, predict the reactants needed to synthesize it. The reactants are: Cl[C:2]1[N:7]=[C:6]([C:8]2[C:9]([C:27]3[CH:32]=[CH:31][C:30]([F:33])=[CH:29][CH:28]=3)=[N:10][N:11]3[C:16]=2[CH2:15][CH2:14][CH2:13][N:12]3[C:17]([O:19][CH2:20][C:21]2[CH:26]=[CH:25][CH:24]=[CH:23][CH:22]=2)=[O:18])[CH:5]=[CH:4][N:3]=1.[CH3:34][CH:35]([NH2:38])[CH2:36][OH:37]. (2) Given the product [CH3:27][NH:1][C:2]1([C:5]([NH:7][CH2:8][C:9]2[CH:14]=[CH:13][C:12]([C:15]3[C:16]([C:21]([O:23][CH3:24])=[O:22])=[CH:17][CH:18]=[CH:19][CH:20]=3)=[CH:11][CH:10]=2)=[O:6])[CH2:4][CH2:3]1, predict the reactants needed to synthesize it. The reactants are: [NH2:1][C:2]1([C:5]([NH:7][CH2:8][C:9]2[CH:14]=[CH:13][C:12]([C:15]3[C:16]([C:21]([O:23][CH3:24])=[O:22])=[CH:17][CH:18]=[CH:19][CH:20]=3)=[CH:11][CH:10]=2)=[O:6])[CH2:4][CH2:3]1.IC.[CH2:27](N(CC)CC)C. (3) Given the product [C:1]([O:4][CH2:5][C:6]1[N:8]([C:9]2[CH:14]=[C:13]([C:15]([F:18])([F:17])[F:16])[C:12]([C:19]#[N:20])=[CH:11][C:10]=2[CH3:21])[N:47]=[N:46][N:45]=1)(=[O:3])[CH3:2], predict the reactants needed to synthesize it. The reactants are: [C:1]([O:4][CH2:5][C:6]([NH:8][C:9]1[CH:14]=[C:13]([C:15]([F:18])([F:17])[F:16])[C:12]([C:19]#[N:20])=[CH:11][C:10]=1[CH3:21])=O)(=[O:3])[CH3:2].C1(P(C2C=CC=CC=2)C2C=CC=CC=2)C=CC=CC=1.C[Si]([N:45]=[N+:46]=[N-:47])(C)C. (4) Given the product [CH3:30][CH:28]([C:26]1[S:25][C:21]2[N:22]=[CH:23][N:24]=[C:19]([O:1][CH:2]3[CH2:7][CH2:6][CH:5]([NH:8][C:9](=[O:15])[O:10][C:11]([CH3:12])([CH3:14])[CH3:13])[CH2:4][CH2:3]3)[C:20]=2[CH:27]=1)[CH3:29], predict the reactants needed to synthesize it. The reactants are: [OH:1][CH:2]1[CH2:7][CH2:6][CH:5]([NH:8][C:9](=[O:15])[O:10][C:11]([CH3:14])([CH3:13])[CH3:12])[CH2:4][CH2:3]1.[H-].[Na+].Cl[C:19]1[C:20]2[CH:27]=[C:26]([CH:28]([CH3:30])[CH3:29])[S:25][C:21]=2[N:22]=[CH:23][N:24]=1. (5) Given the product [NH2:14][CH2:13][C:12]1[CH:11]=[CH:10][C:9]([C:8]2[O:7][C:6]([C:24]3[C:25]([F:31])=[CH:26][CH:27]=[CH:28][C:29]=3[F:30])=[N:5][C:4]=2[C:1]([NH2:2])=[O:3])=[CH:23][CH:22]=1, predict the reactants needed to synthesize it. The reactants are: [C:1]([C:4]1[N:5]=[C:6]([C:24]2[C:29]([F:30])=[CH:28][CH:27]=[CH:26][C:25]=2[F:31])[O:7][C:8]=1[C:9]1[CH:23]=[CH:22][C:12]([CH2:13][NH:14]C(=O)OC(C)(C)C)=[CH:11][CH:10]=1)(=[O:3])[NH2:2].Cl.O1CCOCC1.C([O-])=O.